This data is from Peptide-MHC class I binding affinity with 185,985 pairs from IEDB/IMGT. The task is: Regression. Given a peptide amino acid sequence and an MHC pseudo amino acid sequence, predict their binding affinity value. This is MHC class I binding data. (1) The peptide sequence is NTTQQGDMY. The MHC is HLA-A11:01 with pseudo-sequence HLA-A11:01. The binding affinity (normalized) is 0.0847. (2) The MHC is HLA-B57:01 with pseudo-sequence HLA-B57:01. The peptide sequence is YTAVVPLVK. The binding affinity (normalized) is 0.0670. (3) The peptide sequence is SMFERDFHF. The MHC is HLA-A02:12 with pseudo-sequence HLA-A02:12. The binding affinity (normalized) is 0.797. (4) The peptide sequence is KSYSLIRPK. The MHC is H-2-Dd with pseudo-sequence H-2-Dd. The binding affinity (normalized) is 0. (5) The peptide sequence is YYGKTPMQI. The MHC is HLA-A24:03 with pseudo-sequence HLA-A24:03. The binding affinity (normalized) is 0.857. (6) The peptide sequence is STYQFSLMQ. The MHC is HLA-A02:03 with pseudo-sequence HLA-A02:03. The binding affinity (normalized) is 0.0847. (7) The peptide sequence is LEMNDAPTA. The MHC is HLA-A69:01 with pseudo-sequence HLA-A69:01. The binding affinity (normalized) is 0.0847. (8) The peptide sequence is ALEYLSELK. The MHC is HLA-A11:01 with pseudo-sequence YYAMYQENVAQTDVDTLYIIYRDYTWAAQAYRWY. The binding affinity (normalized) is 0.521. (9) The peptide sequence is QILDNAAKYV. The MHC is HLA-A02:03 with pseudo-sequence HLA-A02:03. The binding affinity (normalized) is 0.236. (10) The peptide sequence is RIEDMFLTSV. The MHC is HLA-A02:03 with pseudo-sequence HLA-A02:03. The binding affinity (normalized) is 0.606.